Dataset: Forward reaction prediction with 1.9M reactions from USPTO patents (1976-2016). Task: Predict the product of the given reaction. Given the reactants [C:1]1([C:7]#[C:8][C:9]2[CH:10]=[C:11]([C:15](=O)[CH3:16])[CH:12]=[N:13][CH:14]=2)[CH:6]=[CH:5][CH:4]=[CH:3][CH:2]=1.[ClH:18].[NH2:19][OH:20].C(=O)([O-])[O-].[K+].[K+], predict the reaction product. The product is: [ClH:18].[C:1]1([C:7]#[C:8][C:9]2[CH:10]=[C:11]([C:15](=[N:19][OH:20])[CH3:16])[CH:12]=[N:13][CH:14]=2)[CH:6]=[CH:5][CH:4]=[CH:3][CH:2]=1.